Dataset: Reaction yield outcomes from USPTO patents with 853,638 reactions. Task: Predict the reaction yield, written as a fraction of the theoretical maximum amount of product (1.0 means a 100% yield; for example, 0.34 means a 34% yield). (1) The reactants are [N:1]12[CH2:9][CH2:8][CH:5]([CH2:6][CH2:7]1)[NH:4][C:3](=O)[CH2:2]2.[H-].[Al+3].[Li+].[H-].[H-].[H-]. The catalyst is O1CCOCC1. The product is [N:1]12[CH2:9][CH2:8][CH:5]([CH2:6][CH2:7]1)[NH:4][CH2:3][CH2:2]2. The yield is 0.900. (2) The reactants are [CH2:1]([C:3]1[CH:7]=[C:6]([C:8]([OH:10])=O)[N:5]([CH3:11])[N:4]=1)[CH3:2].O1CCCC1.C(Cl)(=O)C(Cl)=O.[NH2:23][C:24]1[CH:25]=[C:26]([CH:43]=[CH:44][CH:45]=1)[O:27][C:28]1[CH:29]=[CH:30][C:31]2[N:32]([N:34]=[C:35]([NH:37][C:38]([CH:40]3[CH2:42][CH2:41]3)=[O:39])[N:36]=2)[CH:33]=1. The catalyst is CN(C)C=O.CN(C)C(=O)C. The product is [CH:40]1([C:38]([NH:37][C:35]2[N:36]=[C:31]3[CH:30]=[CH:29][C:28]([O:27][C:26]4[CH:25]=[C:24]([NH:23][C:8]([C:6]5[N:5]([CH3:11])[N:4]=[C:3]([CH2:1][CH3:2])[CH:7]=5)=[O:10])[CH:45]=[CH:44][CH:43]=4)=[CH:33][N:32]3[N:34]=2)=[O:39])[CH2:41][CH2:42]1. The yield is 0.610. (3) The reactants are [CH3:1][O:2][C:3]1[CH:8]=[CH:7][C:6]([CH2:9][CH2:10][OH:11])=[C:5]([N+:12]([O-:14])=[O:13])[CH:4]=1.[H-].[Na+].I[CH3:18]. The catalyst is C1COCC1. The product is [CH3:1][O:2][C:3]1[CH:8]=[CH:7][C:6]([CH2:9][CH2:10][O:11][CH3:18])=[C:5]([N+:12]([O-:14])=[O:13])[CH:4]=1. The yield is 0.630.